Predict the reaction yield, written as a fraction of the theoretical maximum amount of product (1.0 means a 100% yield; for example, 0.34 means a 34% yield). From a dataset of Reaction yield outcomes from USPTO patents with 853,638 reactions. (1) The reactants are [OH:1][C:2]1[CH:6]=[C:5]([N:7]2[C:11]3[CH:12]=[C:13]([CH3:17])[C:14]([CH3:16])=[CH:15][C:10]=3[N:9]=[CH:8]2)[S:4][C:3]=1[C:18]([O:20][CH3:21])=[O:19].C(=O)([O-])[O-].[K+].[K+].Br[CH2:29][C:30]1[C:31]([CH3:36])=[CH:32][CH:33]=[CH:34][CH:35]=1.N. The catalyst is CN(C)C=O. The product is [CH3:16][C:14]1[C:13]([CH3:17])=[CH:12][C:11]2[N:7]([C:5]3[S:4][C:3]([C:18]([O:20][CH3:21])=[O:19])=[C:2]([O:1][CH2:29][C:30]4[CH:35]=[CH:34][CH:33]=[CH:32][C:31]=4[CH3:36])[CH:6]=3)[CH:8]=[N:9][C:10]=2[CH:15]=1. The yield is 0.110. (2) The catalyst is C(O)(=O)C. The reactants are [F:1][C:2]([F:13])([F:12])[C:3]1[CH:4]=[C:5]([CH:7]=[CH:8][C:9]=1[C:10]#[N:11])[NH2:6].[C:14]1(=O)[O:19][C:17](=[O:18])[CH:16]=[CH:15]1. The yield is 0.610. The product is [O:18]=[C:17]1[CH:16]=[CH:15][C:14](=[O:19])[N:6]1[C:5]1[CH:7]=[CH:8][C:9]([C:10]#[N:11])=[C:3]([C:2]([F:12])([F:13])[F:1])[CH:4]=1. (3) The product is [Si:1]([O:8][C@@H:17]1[N:23]([C:24]([O:26][CH2:27][CH:28]=[CH2:29])=[O:25])[C:22]2[CH:30]=[C:31]([O:36][Si:37]([CH:41]([CH3:42])[CH3:43])([CH:44]([CH3:46])[CH3:45])[CH:38]([CH3:39])[CH3:40])[C:32]([O:34][CH3:35])=[CH:33][C:21]=2[C:20](=[O:47])[N:19]2[CH:48]=[C:49]([CH3:51])[CH2:50][C@@H:18]12)([C:4]([CH3:7])([CH3:6])[CH3:5])([CH3:3])[CH3:2]. The reactants are [Si:1]([O:8]S(C(F)(F)F)(=O)=O)([C:4]([CH3:7])([CH3:6])[CH3:5])([CH3:3])[CH3:2].O[C@@H:17]1[N:23]([C:24]([O:26][CH2:27][CH:28]=[CH2:29])=[O:25])[C:22]2[CH:30]=[C:31]([O:36][Si:37]([CH:44]([CH3:46])[CH3:45])([CH:41]([CH3:43])[CH3:42])[CH:38]([CH3:40])[CH3:39])[C:32]([O:34][CH3:35])=[CH:33][C:21]=2[C:20](=[O:47])[N:19]2[CH:48]=[C:49]([CH3:51])[CH2:50][C@@H:18]12.N1C(C)=CC=CC=1C. The yield is 0.850. The catalyst is ClCCl.